This data is from Reaction yield outcomes from USPTO patents with 853,638 reactions. The task is: Predict the reaction yield, written as a fraction of the theoretical maximum amount of product (1.0 means a 100% yield; for example, 0.34 means a 34% yield). (1) The reactants are [CH3:1][O:2][C:3]([C:5]1[CH:14]=[C:13]([OH:15])[C:12]2[C:7](=[CH:8][CH:9]=[C:10]([F:16])[CH:11]=2)[CH:6]=1)=[O:4].C([O-])([O-])=O.[K+].[K+].[CH2:23](Br)[C:24]1[CH:29]=[CH:28][CH:27]=[CH:26][CH:25]=1.C(OCC)(=O)C. The catalyst is CN(C=O)C.[N+](CCCC)(CCCC)(CCCC)CCCC.[I-].O. The product is [CH3:1][O:2][C:3]([C:5]1[CH:14]=[C:13]([O:15][CH2:23][C:24]2[CH:29]=[CH:28][CH:27]=[CH:26][CH:25]=2)[C:12]2[C:7](=[CH:8][CH:9]=[C:10]([F:16])[CH:11]=2)[CH:6]=1)=[O:4]. The yield is 0.880. (2) The reactants are [Br:1][C:2]1[N:7]=[CH:6][C:5]([CH2:8][NH:9][CH2:10][CH2:11][O:12][CH3:13])=[CH:4][CH:3]=1.[C:14](O[C:14]([O:16][C:17]([CH3:20])([CH3:19])[CH3:18])=[O:15])([O:16][C:17]([CH3:20])([CH3:19])[CH3:18])=[O:15]. The catalyst is C1COCC1. The product is [Br:1][C:2]1[N:7]=[CH:6][C:5]([CH2:8][N:9]([CH2:10][CH2:11][O:12][CH3:13])[C:14](=[O:15])[O:16][C:17]([CH3:20])([CH3:19])[CH3:18])=[CH:4][CH:3]=1. The yield is 0.880. (3) The reactants are Br[C:2](Br)=[CH:3][C:4]1[CH:13]=[CH:12][C:7]([C:8]([O:10][CH3:11])=[O:9])=[CH:6][CH:5]=1.CCN(CC)CC.[CH3:22][C:23]([OH:27])([C:25]#[CH:26])C. The catalyst is CN(C=O)C.CCOC(C)=O.Cl[Pd](Cl)([P](C1C=CC=CC=1)(C1C=CC=CC=1)C1C=CC=CC=1)[P](C1C=CC=CC=1)(C1C=CC=CC=1)C1C=CC=CC=1. The product is [OH:27][CH:23]([CH3:22])[C:25]#[C:26][C:2]#[C:3][C:4]1[CH:13]=[CH:12][C:7]([C:8]([O:10][CH3:11])=[O:9])=[CH:6][CH:5]=1. The yield is 0.710. (4) The reactants are [N+:1]([C:4]1[CH:9]=[CH:8][C:7]([C:10]2([CH3:23])[C:19](=[O:20])[C:18]3[C:13](=[CH:14][C:15](Cl)=[CH:16][CH:17]=3)[NH:12][C:11]2=[O:22])=[CH:6][CH:5]=1)([O-:3])=[O:2].[CH3:24][N:25]1[CH2:30][CH2:29][NH:28][CH2:27][CH2:26]1. No catalyst specified. The product is [CH3:23][C:10]1([C:7]2[CH:8]=[CH:9][C:4]([N+:1]([O-:3])=[O:2])=[CH:5][CH:6]=2)[C:19](=[O:20])[C:18]2[C:13](=[CH:14][C:15]([N:28]3[CH2:29][CH2:30][N:25]([CH3:24])[CH2:26][CH2:27]3)=[CH:16][CH:17]=2)[NH:12][C:11]1=[O:22]. The yield is 0.310. (5) The reactants are [C:1]12([C:11]3[CH:30]=[CH:29][C:14]([O:15][CH2:16][C:17]4[O:18][C:19]5[CH:25]=[CH:24][C:23]([C:26]([OH:28])=O)=[CH:22][C:20]=5[N:21]=4)=[CH:13][CH:12]=3)[CH2:10][CH:5]3[CH2:6][CH:7]([CH2:9][CH:3]([CH2:4]3)[CH2:2]1)[CH2:8]2.[Cl-].[NH4+].C[N:34](C(ON1N=NC2C=CC=CC1=2)=[N+](C)C)C.F[P-](F)(F)(F)(F)F.CCN(C(C)C)C(C)C. The catalyst is CN(C=O)C. The product is [C:1]12([C:11]3[CH:12]=[CH:13][C:14]([O:15][CH2:16][C:17]4[O:18][C:19]5[CH:25]=[CH:24][C:23]([C:26]([NH2:34])=[O:28])=[CH:22][C:20]=5[N:21]=4)=[CH:29][CH:30]=3)[CH2:2][CH:3]3[CH2:4][CH:5]([CH2:6][CH:7]([CH2:9]3)[CH2:8]1)[CH2:10]2. The yield is 0.0400.